This data is from Catalyst prediction with 721,799 reactions and 888 catalyst types from USPTO. The task is: Predict which catalyst facilitates the given reaction. (1) Reactant: [CH3:1][O:2][C:3]1[CH:4]=[C:5]([N:12]2[CH2:17][CH2:16][CH:15]([N:18]3[CH2:23][CH2:22][N:21]([CH3:24])[CH2:20][CH2:19]3)[CH2:14][CH2:13]2)[CH:6]=[CH:7][C:8]=1[N+:9]([O-])=O. Product: [CH3:1][O:2][C:3]1[CH:4]=[C:5]([N:12]2[CH2:17][CH2:16][CH:15]([N:18]3[CH2:19][CH2:20][N:21]([CH3:24])[CH2:22][CH2:23]3)[CH2:14][CH2:13]2)[CH:6]=[CH:7][C:8]=1[NH2:9]. The catalyst class is: 349. (2) Reactant: [F:1][C:2]1[CH:8]=[CH:7][CH:6]=[CH:5][C:3]=1[NH2:4].[Li+].C[Si]([N-][Si](C)(C)C)(C)C.[Br:19][C:20]1[C:21]([F:31])=[C:22]([F:30])[C:23](F)=[C:24]([CH:28]=1)[C:25]([OH:27])=[O:26]. Product: [Br:19][C:20]1[C:21]([F:31])=[C:22]([F:30])[C:23]([NH:4][C:3]2[CH:5]=[CH:6][CH:7]=[CH:8][C:2]=2[F:1])=[C:24]([CH:28]=1)[C:25]([OH:27])=[O:26]. The catalyst class is: 1. (3) Reactant: Br[C:2]1[CH:7]=[CH:6][CH:5]=[C:4]([Cl:8])[C:3]=1[C:9]1[S:10][C:11]2[C:12]([Cl:18])=[N:13][CH:14]=[CH:15][C:16]=2[N:17]=1.[Cu][C:20]#[N:21].O. Product: [Cl:8][C:4]1[C:3]([C:9]2[S:10][C:11]3[C:12]([Cl:18])=[N:13][CH:14]=[CH:15][C:16]=3[N:17]=2)=[C:2]([CH:7]=[CH:6][CH:5]=1)[C:20]#[N:21]. The catalyst class is: 37. (4) Reactant: CO[C:3]1[CH:4]=[CH:5][C:6]2[O:10][C:9](C3C=CC=C(C(F)(F)F)C=3)=[N:8][C:7]=2[CH:21]=1.B(Br)(Br)Br. Product: [O:10]1[C:6]2[CH:5]=[CH:4][CH:3]=[CH:21][C:7]=2[N:8]=[CH:9]1. The catalyst class is: 2. (5) Reactant: [H-].[Na+].[N+:3]([C:6]1[CH:14]=[C:13]2[C:9]([CH:10]=[CH:11][NH:12]2)=[CH:8][CH:7]=1)([O-:5])=[O:4].Br[CH2:16][C:17]([O:19][C:20]([CH3:23])([CH3:22])[CH3:21])=[O:18].[Cl-].[NH4+]. The catalyst class is: 3. Product: [N+:3]([C:6]1[CH:14]=[C:13]2[C:9]([CH:10]=[CH:11][N:12]2[CH2:16][C:17]([O:19][C:20]([CH3:23])([CH3:22])[CH3:21])=[O:18])=[CH:8][CH:7]=1)([O-:5])=[O:4]. (6) Reactant: [Br:1][C:2]1[CH:3]=[CH:4][C:5]([Cl:19])=[C:6]([CH:18]=1)[CH2:7][C:8]1[CH:13]=[CH:12][C:11]([CH2:14][CH2:15][CH2:16][OH:17])=[CH:10][CH:9]=1.C(=O)([O-])[O-].[Na+].[Na+].[C:26](OC=C)(=O)[CH3:27]. Product: [Br:1][C:2]1[CH:3]=[CH:4][C:5]([Cl:19])=[C:6]([CH2:7][C:8]2[CH:13]=[CH:12][C:11]([CH2:14][CH2:15][CH2:16][O:17][CH:26]=[CH2:27])=[CH:10][CH:9]=2)[CH:18]=1. The catalyst class is: 133.